Dataset: Forward reaction prediction with 1.9M reactions from USPTO patents (1976-2016). Task: Predict the product of the given reaction. (1) Given the reactants C(OC([N:8]1[CH2:13][CH2:12][C:11]2[C:14]([C:27]#[N:28])=[C:15]([NH:17][C:18](=[O:26])[CH2:19][CH2:20][C:21]3[O:22][CH:23]=[CH:24][CH:25]=3)[S:16][C:10]=2[CH2:9]1)=O)(C)(C)C, predict the reaction product. The product is: [C:27]([C:14]1[C:11]2[CH2:12][CH2:13][NH:8][CH2:9][C:10]=2[S:16][C:15]=1[NH:17][C:18](=[O:26])[CH2:19][CH2:20][C:21]1[O:22][CH:23]=[CH:24][CH:25]=1)#[N:28]. (2) Given the reactants [Cl:1][C:2]1[CH:3]=[CH:4][C:5]([C:28]([F:31])([F:30])[F:29])=[C:6]([CH:27]=1)[CH2:7][N:8]1[CH2:13][CH2:12][NH:11][C:10]2[N:14]=[CH:15][C:16]([C:18]3[CH:19]=[C:20]([CH:24]=[CH:25][CH:26]=3)[C:21](O)=[O:22])=[CH:17][C:9]1=2.[F:32][C:33]([F:47])([F:46])[C:34]1[CH:35]=[C:36]([N:40]2[CH2:45][CH2:44][NH:43][CH2:42][CH2:41]2)[CH:37]=[CH:38][CH:39]=1, predict the reaction product. The product is: [Cl:1][C:2]1[CH:3]=[CH:4][C:5]([C:28]([F:29])([F:31])[F:30])=[C:6]([CH:27]=1)[CH2:7][N:8]1[CH2:13][CH2:12][NH:11][C:10]2[N:14]=[CH:15][C:16]([C:18]3[CH:19]=[C:20]([C:21]([N:43]4[CH2:44][CH2:45][N:40]([C:36]5[CH:37]=[CH:38][CH:39]=[C:34]([C:33]([F:32])([F:46])[F:47])[CH:35]=5)[CH2:41][CH2:42]4)=[O:22])[CH:24]=[CH:25][CH:26]=3)=[CH:17][C:9]1=2. (3) Given the reactants [CH3:1][O:2][C:3]1[CH:8]=[CH:7][C:6]([N:9]2[CH:14]=[C:13]([C:15]#[N:16])[C:12](=[O:17])[NH:11][C:10]2=[O:18])=[CH:5][CH:4]=1.Br[CH2:20][C:21]1[CH:26]=[CH:25][CH:24]=[C:23]([Cl:27])[C:22]=1[Cl:28].C(=O)([O-])[O-].[K+].[K+].[I-].[K+], predict the reaction product. The product is: [Cl:28][C:22]1[C:23]([Cl:27])=[CH:24][CH:25]=[CH:26][C:21]=1[CH2:20][N:11]1[C:12](=[O:17])[C:13]([C:15]#[N:16])=[CH:14][N:9]([C:6]2[CH:7]=[CH:8][C:3]([O:2][CH3:1])=[CH:4][CH:5]=2)[C:10]1=[O:18]. (4) Given the reactants [C:1]([O:5][C:6](=[O:27])[NH:7][C:8]1([C:12]2[CH:17]=[CH:16][C:15]([C:18](=[O:26])[CH2:19][C:20]3[CH:25]=[CH:24][CH:23]=[CH:22][CH:21]=3)=[CH:14][CH:13]=2)[CH2:11][CH2:10][CH2:9]1)([CH3:4])([CH3:3])[CH3:2].[CH3:28][N:29]([CH:31](OC)OC)[CH3:30], predict the reaction product. The product is: [C:1]([O:5][C:6](=[O:27])[NH:7][C:8]1([C:12]2[CH:13]=[CH:14][C:15]([C:18](=[O:26])[C:19]([C:20]3[CH:25]=[CH:24][CH:23]=[CH:22][CH:21]=3)=[CH:28][N:29]([CH3:31])[CH3:30])=[CH:16][CH:17]=2)[CH2:11][CH2:10][CH2:9]1)([CH3:4])([CH3:2])[CH3:3]. (5) The product is: [O:49]=[C:43]1[CH:42]([N:36]2[CH2:35][C:34]3[C:38](=[CH:39][CH:40]=[C:32]([CH2:31][C:6]4[CH:5]=[C:4]([S:3][CH2:1][CH3:2])[CH:12]=[CH:11][C:7]=4[C:8]([NH2:15])=[O:10])[CH:33]=3)[C:37]2=[O:41])[CH2:47][CH2:46][C:45](=[O:48])[NH:44]1. Given the reactants [CH2:1]([S:3][C:4]1[CH:12]=[CH:11][C:7]([C:8]([OH:10])=O)=[CH:6][CH:5]=1)[CH3:2].C1N=C[N:15](C(N2C=NC=C2)=O)C=1.CS(O)(=O)=O.N[CH2:31][C:32]1[CH:33]=[C:34]2[C:38](=[CH:39][CH:40]=1)[C:37](=[O:41])[N:36]([CH:42]1[CH2:47][CH2:46][C:45](=[O:48])[NH:44][C:43]1=[O:49])[CH2:35]2.Cl, predict the reaction product.